Task: Predict the reactants needed to synthesize the given product.. Dataset: Full USPTO retrosynthesis dataset with 1.9M reactions from patents (1976-2016) (1) Given the product [Br:14][CH2:1][C:2]1[CH:11]=[C:10]([O:12][CH3:13])[CH:9]=[CH:8][C:3]=1[C:4]([O:6][CH3:7])=[O:5], predict the reactants needed to synthesize it. The reactants are: [CH3:1][C:2]1[CH:11]=[C:10]([O:12][CH3:13])[CH:9]=[CH:8][C:3]=1[C:4]([O:6][CH3:7])=[O:5].[Br:14]N1C(=O)CCC1=O. (2) Given the product [CH2:1]([O:8][C:9]1[CH:10]=[CH:11][C:12]([O:21][CH3:22])=[C:13]([CH:14]=1)[N:15]([CH2:16][CH3:17])[CH2:19][CH3:20])[C:2]1[CH:3]=[CH:4][CH:5]=[CH:6][CH:7]=1, predict the reactants needed to synthesize it. The reactants are: [CH2:1]([O:8][C:9]1[CH:10]=[CH:11][C:12]([O:21][CH3:22])=[C:13]([N:15]([CH2:19][CH3:20])[C:16](=O)[CH3:17])[CH:14]=1)[C:2]1[CH:7]=[CH:6][CH:5]=[CH:4][CH:3]=1.CO. (3) Given the product [Br:2][C:3]1[N:8]=[C:7]([CH2:9][NH:10][C:22]([C:18]2[C:17](=[O:25])[N:16]([CH2:15][C:14]3[CH:26]=[CH:27][C:28]([F:29])=[C:12]([F:11])[CH:13]=3)[CH:21]=[CH:20][CH:19]=2)=[O:23])[CH:6]=[CH:5][CH:4]=1, predict the reactants needed to synthesize it. The reactants are: Cl.[Br:2][C:3]1[N:8]=[C:7]([CH2:9][NH2:10])[CH:6]=[CH:5][CH:4]=1.[F:11][C:12]1[CH:13]=[C:14]([CH:26]=[CH:27][C:28]=1[F:29])[CH2:15][N:16]1[CH:21]=[CH:20][CH:19]=[C:18]([C:22](O)=[O:23])[C:17]1=[O:25].CN(C(ON1N=NC2C=CC=NC1=2)=[N+](C)C)C.F[P-](F)(F)(F)(F)F.CN(C)C=O.C(N(CC)C(C)C)(C)C. (4) Given the product [NH2:1][C:2]1[S:3][C:4]([S:8]([NH:11][C:53]2[CH:58]=[C:57]([O:59][CH3:60])[N:56]=[C:55]([S:61][CH2:62][C:63]3[CH:68]=[CH:67][CH:66]=[C:65]([F:69])[C:64]=3[F:70])[N:54]=2)(=[O:10])=[O:9])=[C:5]([CH3:7])[N:6]=1, predict the reactants needed to synthesize it. The reactants are: [NH2:1][C:2]1[S:3][C:4]([S:8]([NH2:11])(=[O:10])=[O:9])=[C:5]([CH3:7])[N:6]=1.C1(P(C2CCCCC2)C2C=CC=CC=2C2C(C(C)C)=CC(C(C)C)=CC=2C(C)C)CCCCC1.C(=O)([O-])[O-].[Cs+].[Cs+].Cl[C:53]1[CH:58]=[C:57]([O:59][CH3:60])[N:56]=[C:55]([S:61][CH2:62][C:63]2[CH:68]=[CH:67][CH:66]=[C:65]([F:69])[C:64]=2[F:70])[N:54]=1. (5) Given the product [Cl:1][C:2]1[C:7]([N:8]2[CH2:13][CH2:12][N:11]([CH:14]3[CH2:15][O:16][CH2:17]3)[CH:10]([CH2:18][F:19])[CH2:9]2)=[CH:6][C:5]([C:20]#[N:21])=[CH:4][C:3]=1[NH:22][C:23]1[N:28]=[C:27]([NH:29][CH:39]2[CH2:40][CH2:41]2)[C:26]2=[N:42][CH:43]=[C:44]([C:45]#[N:46])[N:25]2[N:24]=1, predict the reactants needed to synthesize it. The reactants are: [Cl:1][C:2]1[C:7]([N:8]2[CH2:13][CH2:12][N:11]([CH:14]3[CH2:17][O:16][CH2:15]3)[CH:10]([CH2:18][F:19])[CH2:9]2)=[CH:6][C:5]([C:20]#[N:21])=[CH:4][C:3]=1[NH:22][C:23]1[N:28]=[C:27]([N:29]([CH:39]2[CH2:41][CH2:40]2)CC2C=CC(OC)=CC=2)[C:26]2=[N:42][CH:43]=[C:44]([C:45]#[N:46])[N:25]2[N:24]=1.C1(OC)C=CC=CC=1.C(O)(C(F)(F)F)=O. (6) Given the product [CH3:27][O:26][C:23]1[CH:22]=[CH:21][C:20]([CH2:19][N:17]2[CH:16]=[C:10]3[C:9]([NH:8][CH2:14][CH2:13][CH2:12][C:11]3=[O:15])=[N:18]2)=[CH:25][CH:24]=1, predict the reactants needed to synthesize it. The reactants are: C([N:8]1[CH2:14][CH:13]=[CH:12][C:11](=[O:15])[C:10]2=[CH:16][N:17]([CH2:19][C:20]3[CH:25]=[CH:24][C:23]([O:26][CH3:27])=[CH:22][CH:21]=3)[N:18]=[C:9]12)C1C=CC=CC=1.C([O-])=O.[NH4+]. (7) Given the product [O:1]=[C:2]([C@H:19]([CH3:35])[C@@H:20]([O:26][C:27]([O:29][CH2:30][C:31]([Cl:34])([Cl:32])[Cl:33])=[O:28])[C@@H:21]([CH3:25])[CH2:22][CH:23]=[CH2:24])[C:3]([CH3:17])([CH3:18])[C@@H:4]([O:9][Si:10]([CH2:13][CH3:14])([CH2:15][CH3:16])[CH2:11][CH3:12])[CH2:5][C:6]([O:8][C@H:37](/[C:45](/[CH3:53])=[CH:46]/[C:47]1[N:48]=[C:49]([CH3:52])[S:50][CH:51]=1)[C@@H:38]([CH3:44])/[CH:39]=[C:40](/[CH3:43])\[CH:41]=[CH2:42])=[O:7], predict the reactants needed to synthesize it. The reactants are: [O:1]=[C:2]([C@H:19]([CH3:35])[C@@H:20]([O:26][C:27]([O:29][CH2:30][C:31]([Cl:34])([Cl:33])[Cl:32])=[O:28])[C@@H:21]([CH3:25])[CH2:22][CH:23]=[CH2:24])[C:3]([CH3:18])([CH3:17])[C@@H:4]([O:9][Si:10]([CH2:15][CH3:16])([CH2:13][CH3:14])[CH2:11][CH3:12])[CH2:5][C:6]([OH:8])=[O:7].O[C@H:37](/[C:45](/[CH3:53])=[CH:46]/[C:47]1[N:48]=[C:49]([CH3:52])[S:50][CH:51]=1)[C@@H:38]([CH3:44])/[CH:39]=[C:40](/[CH3:43])\[CH:41]=[CH2:42].Cl.CN(C)CCCN=C=NCC. (8) The reactants are: FC(F)(F)C(O)=O.[Cl:8][C:9]1[N:17]=[C:16]2[C:12]([N:13]=[CH:14][N:15]2[C@@H:18]2[CH2:22][C@H:21]([NH:23][C:24](=[O:27])[CH2:25][CH3:26])[C@@H:20]([OH:28])[C@H:19]2[OH:29])=[C:11]([NH:30][CH2:31][C:32]2[C:41]3[C:36](=[CH:37][CH:38]=[CH:39][CH:40]=3)[CH:35]=[CH:34][CH:33]=2)[N:10]=1.[CH:42]1[C:54]2C(CN)C3C(=CC=CC=3)C=2C=C[CH:43]=1. Given the product [Cl:8][C:9]1[N:17]=[C:16]2[C:12]([N:13]=[CH:14][N:15]2[C@@H:18]2[CH2:22][C@H:21]([NH:23][C:24](=[O:27])[CH2:25][CH3:26])[C@@H:20]([OH:28])[C@H:19]2[OH:29])=[C:11]([NH:30][CH2:31][CH:32]2[C:54]3[CH:42]=[CH:43][CH:33]=[CH:34][C:35]=3[C:36]3[C:41]2=[CH:40][CH:39]=[CH:38][CH:37]=3)[N:10]=1, predict the reactants needed to synthesize it. (9) The reactants are: [CH3:1][O:2][C:3]1[CH:9]=[CH:8][C:7]([N+:10]([O-:12])=[O:11])=[CH:6][C:4]=1[NH2:5].[CH3:13][C:14]([O:17][C:18](O[C:18]([O:17][C:14]([CH3:16])([CH3:15])[CH3:13])=[O:19])=[O:19])([CH3:16])[CH3:15]. Given the product [CH3:1][O:2][C:3]1[CH:9]=[CH:8][C:7]([N+:10]([O-:12])=[O:11])=[CH:6][C:4]=1[NH:5][C:18](=[O:19])[O:17][C:14]([CH3:16])([CH3:15])[CH3:13], predict the reactants needed to synthesize it.